This data is from Full USPTO retrosynthesis dataset with 1.9M reactions from patents (1976-2016). The task is: Predict the reactants needed to synthesize the given product. (1) The reactants are: [F:1][C:2]([F:15])([F:14])[C:3]1[C:4](=O)[NH:5][CH:6]=[C:7]([C:9]([O:11][CH3:12])=[O:10])[N:8]=1.P(Cl)(Cl)([Cl:18])=O. Given the product [Cl:18][C:4]1[N:5]=[CH:6][C:7]([C:9]([O:11][CH3:12])=[O:10])=[N:8][C:3]=1[C:2]([F:15])([F:14])[F:1], predict the reactants needed to synthesize it. (2) Given the product [CH3:14][C:7]1[NH:8][C:9]([CH:12]=[C:19]2[C:18]3[C:22](=[CH:23][CH:24]=[C:16]([CH3:15])[CH:17]=3)[NH:21][C:20]2=[O:25])=[C:10]([CH3:11])[C:6]=1[CH2:5][CH2:4][C:1]([OH:3])=[O:2], predict the reactants needed to synthesize it. The reactants are: [C:1]([CH2:4][CH2:5][C:6]1[C:10]([CH3:11])=[C:9]([CH:12]=O)[NH:8][C:7]=1[CH3:14])([OH:3])=[O:2].[CH3:15][C:16]1[CH:17]=[C:18]2[C:22](=[CH:23][CH:24]=1)[NH:21][C:20](=[O:25])[CH2:19]2.N1CCCCC1.